Dataset: Forward reaction prediction with 1.9M reactions from USPTO patents (1976-2016). Task: Predict the product of the given reaction. (1) Given the reactants [CH:1]1([C:4]2[N:5]=[CH:6][C:7]([O:10][CH:11]3[CH2:20][N:14]4[CH2:15][CH2:16][NH:17][C:18](=[O:19])[CH:13]4[CH2:12]3)=[N:8][CH:9]=2)[CH2:3][CH2:2]1.[H-].[Na+].Br[CH2:24][C:25]1[CH:30]=[CH:29][C:28]([C:31]([F:34])([F:33])[F:32])=[CH:27][CH:26]=1, predict the reaction product. The product is: [CH:1]1([C:4]2[N:5]=[CH:6][C:7]([O:10][C@H:11]3[CH2:20][N:14]4[CH2:15][CH2:16][N:17]([CH2:24][C:25]5[CH:26]=[CH:27][C:28]([C:31]([F:32])([F:33])[F:34])=[CH:29][CH:30]=5)[C:18](=[O:19])[C@@H:13]4[CH2:12]3)=[N:8][CH:9]=2)[CH2:3][CH2:2]1. (2) Given the reactants [F:1][C:2]1[C:7]([F:8])=[CH:6][CH:5]=[CH:4][C:3]=1[OH:9].[CH2:10]([O:12][C:13]([C:15]1([CH2:29]I)[CH2:19][CH2:18][N:17]([C:20](=[O:28])[C:21]2[CH:26]=[CH:25][C:24]([F:27])=[CH:23][CH:22]=2)[CH2:16]1)=[O:14])[CH3:11], predict the reaction product. The product is: [CH2:10]([O:12][C:13]([C:15]1([CH2:29][O:9][C:3]2[CH:4]=[CH:5][CH:6]=[C:7]([F:8])[C:2]=2[F:1])[CH2:19][CH2:18][N:17]([C:20](=[O:28])[C:21]2[CH:22]=[CH:23][C:24]([F:27])=[CH:25][CH:26]=2)[CH2:16]1)=[O:14])[CH3:11]. (3) The product is: [Cl:1][C:2]1[CH:11]=[C:10]([CH:15]([C:16]([O:18][CH2:19][CH3:20])=[O:17])[C:14]([O:22][CH2:23][CH3:24])=[O:21])[C:9]2[C:4](=[CH:5][CH:6]=[C:7]([CH3:13])[CH:8]=2)[N:3]=1. Given the reactants [Cl:1][C:2]1[CH:11]=[C:10](Cl)[C:9]2[C:4](=[CH:5][CH:6]=[C:7]([CH3:13])[CH:8]=2)[N:3]=1.[C:14]([O:22][CH2:23][CH3:24])(=[O:21])[CH2:15][C:16]([O:18][CH2:19][CH3:20])=[O:17].C(=O)([O-])[O-].[K+].[K+], predict the reaction product.